The task is: Binary Classification. Given a T-cell receptor sequence (or CDR3 region) and an epitope sequence, predict whether binding occurs between them.. This data is from TCR-epitope binding with 47,182 pairs between 192 epitopes and 23,139 TCRs. The epitope is KLNVGDYFV. The TCR CDR3 sequence is CASSLALGHGVPNTEAFF. Result: 1 (the TCR binds to the epitope).